Dataset: Full USPTO retrosynthesis dataset with 1.9M reactions from patents (1976-2016). Task: Predict the reactants needed to synthesize the given product. (1) Given the product [NH:24]1[CH:20]=[N:13][C:11]([C:8]2[CH:9]=[C:10]3[C:5](=[CH:6][CH:7]=2)[N:4]([CH:14]2[CH2:19][CH2:18][CH2:17][CH2:16][O:15]2)[N:3]=[C:2]3[Br:1])=[N:25]1, predict the reactants needed to synthesize it. The reactants are: [Br:1][C:2]1[C:10]2[C:5](=[CH:6][CH:7]=[C:8]([C:11]([NH2:13])=O)[CH:9]=2)[N:4]([CH:14]2[CH2:19][CH2:18][CH2:17][CH2:16][O:15]2)[N:3]=1.[C:20](O)(=O)C.[NH2:24][NH2:25]. (2) Given the product [CH:1]1([C:4]2[CH:9]=[CH:8][CH:7]=[C:6]([N:10]3[C:14](=[O:15])[N:13]([CH3:16])[N:12]=[N:11]3)[C:5]=2[CH2:17][O:18][C:19]2[CH:24]=[CH:23][C:22]([N:25]3[C:29]([CH3:30])=[C:28]([CH:31]=[N:40][OH:41])[C:27]([CH3:33])=[N:26]3)=[CH:21][C:20]=2[CH3:34])[CH2:2][CH2:3]1, predict the reactants needed to synthesize it. The reactants are: [CH:1]1([C:4]2[C:5]([CH2:17][O:18][C:19]3[CH:24]=[CH:23][C:22]([N:25]4[C:29]([CH3:30])=[C:28]([CH:31]=O)[C:27]([CH3:33])=[N:26]4)=[CH:21][C:20]=3[CH3:34])=[C:6]([N:10]3[C:14](=[O:15])[N:13]([CH3:16])[N:12]=[N:11]3)[CH:7]=[CH:8][CH:9]=2)[CH2:3][CH2:2]1.C(Cl)(Cl)Cl.Cl.[NH2:40][OH:41].N1C=CC=CC=1.